Dataset: Tyrosyl-DNA phosphodiesterase HTS with 341,365 compounds. Task: Binary Classification. Given a drug SMILES string, predict its activity (active/inactive) in a high-throughput screening assay against a specified biological target. (1) The compound is O1CC(NC(=O)C(CC=CCC(C1=O)CC(OC(C)(C)C)=O)CC(=O)NCCO)C(C)(C)C. The result is 0 (inactive). (2) The compound is s1c(NC(=O)C(CC)C)nnc1c1sccc1. The result is 0 (inactive). (3) The drug is FC(F)(F)c1cc(NC(=O)c2cc(NC(=O)CN3CCC(CC3)C)ccc2)ccc1. The result is 0 (inactive). (4) The molecule is S1\C(C(=O)N(NC(=O)C(c2ccccc2)c2ccccc2)C1=S)=C\c1cccnc1. The result is 0 (inactive). (5) The compound is Fc1ccc(n2c(c(cc2C)/C=N\NC(OC)=O)C)cc1. The result is 0 (inactive). (6) The compound is S(c1nc(=O)n(c2CCCc12)Cc1occc1)CC(=O)Nc1c(c(ccc1)C)C. The result is 0 (inactive). (7) The drug is S(=O)(=O)(N1CCC(CC1)C(=O)NC=1SCCN1)c1c(c(cc(c1C)C)C)C. The result is 0 (inactive). (8) The compound is ClC(=O)N(C)C. The result is 0 (inactive). (9) The drug is o1c(COC(=O)CNC(=O)CNC(=O)c2ccc(OC)cc2)ccc1C(OCC)=O. The result is 0 (inactive).